From a dataset of Forward reaction prediction with 1.9M reactions from USPTO patents (1976-2016). Predict the product of the given reaction. (1) Given the reactants C[C:2]1[C:7]2[N:8]=C(C#N)[S:10][C:6]=2[CH:5]=[C:4]([N+:13]([O-:15])=[O:14])[CH:3]=1.[OH-:16].[Na+].Cl.[O:19]1[CH2:24][CH2:23]OCC1, predict the reaction product. The product is: [N+:13]([C:4]1[CH:3]=[CH:2][C:7]2[N:8]=[C:23]([C:24]([OH:19])=[O:16])[S:10][C:6]=2[CH:5]=1)([O-:15])=[O:14]. (2) Given the reactants Cl.Cl.[CH2:3]([O:10][C:11](=[O:30])[NH:12][C:13]1([C:16](=[O:29])[NH:17][C:18]2([C:21]3[CH:26]=[C:25]([CH2:27][NH2:28])[CH:24]=[CH:23][N:22]=3)[CH2:20][CH2:19]2)[CH2:15][CH2:14]1)[C:4]1[CH:9]=[CH:8][CH:7]=[CH:6][CH:5]=1.Br[CH2:32][CH2:33][CH2:34][CH2:35]Br.C([O-])([O-])=O.[Na+].[Na+], predict the reaction product. The product is: [CH2:3]([O:10][C:11](=[O:30])[NH:12][C:13]1([C:16](=[O:29])[NH:17][C:18]2([C:21]3[CH:26]=[C:25]([CH2:27][N:28]4[CH2:35][CH2:34][CH2:33][CH2:32]4)[CH:24]=[CH:23][N:22]=3)[CH2:19][CH2:20]2)[CH2:14][CH2:15]1)[C:4]1[CH:9]=[CH:8][CH:7]=[CH:6][CH:5]=1.